From a dataset of Forward reaction prediction with 1.9M reactions from USPTO patents (1976-2016). Predict the product of the given reaction. (1) Given the reactants [Br:1][C:2]1[S:6][C:5]2[CH:7]=[C:8]([OH:11])[CH:9]=[CH:10][C:4]=2[C:3]=1[Br:12].[H-].[Na+].[CH2:15](Br)[C:16]1[CH:21]=[CH:20][CH:19]=[CH:18][CH:17]=1.O, predict the reaction product. The product is: [CH2:15]([O:11][C:8]1[CH:9]=[CH:10][C:4]2[C:3]([Br:12])=[C:2]([Br:1])[S:6][C:5]=2[CH:7]=1)[C:16]1[CH:21]=[CH:20][CH:19]=[CH:18][CH:17]=1. (2) Given the reactants [CH3:1][O:2][C:3]1[CH:22]=[CH:21][C:6]([O:7][C:8]2[CH:13]=[CH:12][C:11]([C:14](=[O:20])[CH2:15][CH2:16][C:17]([OH:19])=O)=[CH:10][CH:9]=2)=[CH:5][CH:4]=1.[NH2:23][CH2:24][CH2:25][C:26]1[CH:27]=[N:28][CH:29]=[CH:30][CH:31]=1.CCN=C=NCCCN(C)C.C([O-])(O)=O.[Na+], predict the reaction product. The product is: [CH3:1][O:2][C:3]1[CH:4]=[CH:5][C:6]([O:7][C:8]2[CH:9]=[CH:10][C:11]([C:14](=[O:20])[CH2:15][CH2:16][C:17]([NH:23][CH2:24][CH2:25][C:26]3[CH:27]=[N:28][CH:29]=[CH:30][CH:31]=3)=[O:19])=[CH:12][CH:13]=2)=[CH:21][CH:22]=1. (3) The product is: [C:24]([O:23][C:21](=[O:22])[NH:20][CH2:19][CH2:18][CH2:17][CH:13]1[C:12](=[O:28])[NH:11][C:10]2[CH:29]=[C:6]([CH2:4][OH:3])[CH:7]=[CH:8][C:9]=2[C:15](=[O:16])[NH:14]1)([CH3:27])([CH3:25])[CH3:26]. Given the reactants C([O:3][C:4]([C:6]1[CH:7]=[CH:8][C:9]2[C:15](=[O:16])[NH:14][CH:13]([CH2:17][CH2:18][CH2:19][NH:20][C:21]([O:23][C:24]([CH3:27])([CH3:26])[CH3:25])=[O:22])[C:12](=[O:28])[NH:11][C:10]=2[CH:29]=1)=O)C.[H-].[Al+3].[Li+].[H-].[H-].[H-].C(C(C(C([O-])=O)O)O)([O-])=O.[Na+].[K+], predict the reaction product. (4) Given the reactants [CH2:1]([O:19][CH:20]([CH2:24][O:25][CH2:26][CH2:27][CH2:28][CH2:29][CH2:30][CH2:31][CH2:32][CH2:33]/[CH:34]=[CH:35]\[CH2:36]/[CH:37]=[CH:38]\[CH2:39][CH2:40][CH2:41][CH2:42][CH3:43])[CH2:21][CH:22]=O)[CH2:2][CH2:3][CH2:4][CH2:5][CH2:6][CH2:7][CH2:8]/[CH:9]=[CH:10]\[CH2:11]/[CH:12]=[CH:13]\[CH2:14][CH2:15][CH2:16][CH2:17][CH3:18].C([O-])(=O)C.[Na+].[N:49]1([CH2:54][CH2:55][CH2:56][NH2:57])[CH:53]=[CH:52][N:51]=[CH:50]1.C(O[BH-](OC(=O)C)OC(=O)C)(=O)C.[Na+], predict the reaction product. The product is: [CH2:1]([O:19][CH:20]([CH2:24][O:25][CH2:26][CH2:27][CH2:28][CH2:29][CH2:30][CH2:31][CH2:32][CH2:33]/[CH:34]=[CH:35]\[CH2:36]/[CH:37]=[CH:38]\[CH2:39][CH2:40][CH2:41][CH2:42][CH3:43])[CH2:21][CH2:22][NH:57][CH2:56][CH2:55][CH2:54][N:49]1[CH:53]=[CH:52][N:51]=[CH:50]1)[CH2:2][CH2:3][CH2:4][CH2:5][CH2:6][CH2:7][CH2:8]/[CH:9]=[CH:10]\[CH2:11]/[CH:12]=[CH:13]\[CH2:14][CH2:15][CH2:16][CH2:17][CH3:18].